Dataset: NCI-60 drug combinations with 297,098 pairs across 59 cell lines. Task: Regression. Given two drug SMILES strings and cell line genomic features, predict the synergy score measuring deviation from expected non-interaction effect. (1) Drug 1: CN1CCC(CC1)COC2=C(C=C3C(=C2)N=CN=C3NC4=C(C=C(C=C4)Br)F)OC. Drug 2: C1=NC2=C(N1)C(=S)N=C(N2)N. Cell line: UO-31. Synergy scores: CSS=36.6, Synergy_ZIP=-7.02, Synergy_Bliss=-3.07, Synergy_Loewe=0.474, Synergy_HSA=2.21. (2) Drug 1: C1CN1C2=NC(=NC(=N2)N3CC3)N4CC4. Drug 2: CC(C)NC(=O)C1=CC=C(C=C1)CNNC.Cl. Cell line: K-562. Synergy scores: CSS=1.68, Synergy_ZIP=-9.19, Synergy_Bliss=-12.3, Synergy_Loewe=-36.4, Synergy_HSA=-13.4.